From a dataset of NCI-60 drug combinations with 297,098 pairs across 59 cell lines. Regression. Given two drug SMILES strings and cell line genomic features, predict the synergy score measuring deviation from expected non-interaction effect. (1) Drug 1: CN1C(=O)N2C=NC(=C2N=N1)C(=O)N. Drug 2: COC1=NC(=NC2=C1N=CN2C3C(C(C(O3)CO)O)O)N. Cell line: UO-31. Synergy scores: CSS=3.18, Synergy_ZIP=-1.43, Synergy_Bliss=0.0132, Synergy_Loewe=-1.06, Synergy_HSA=-0.592. (2) Drug 1: C1=NC2=C(N1)C(=S)N=C(N2)N. Drug 2: CC1=C2C(C(=O)C3(C(CC4C(C3C(C(C2(C)C)(CC1OC(=O)C(C(C5=CC=CC=C5)NC(=O)C6=CC=CC=C6)O)O)OC(=O)C7=CC=CC=C7)(CO4)OC(=O)C)O)C)OC(=O)C. Cell line: NCI-H460. Synergy scores: CSS=68.3, Synergy_ZIP=-3.15, Synergy_Bliss=-4.63, Synergy_Loewe=-14.0, Synergy_HSA=-0.902. (3) Drug 1: CCC1(C2=C(COC1=O)C(=O)N3CC4=CC5=C(C=CC(=C5CN(C)C)O)N=C4C3=C2)O.Cl. Drug 2: C1C(C(OC1N2C=NC(=NC2=O)N)CO)O. Cell line: CCRF-CEM. Synergy scores: CSS=67.9, Synergy_ZIP=1.50, Synergy_Bliss=2.06, Synergy_Loewe=-6.60, Synergy_HSA=3.87. (4) Drug 1: CN1CCC(CC1)COC2=C(C=C3C(=C2)N=CN=C3NC4=C(C=C(C=C4)Br)F)OC. Drug 2: CS(=O)(=O)OCCCCOS(=O)(=O)C. Cell line: CAKI-1. Synergy scores: CSS=40.9, Synergy_ZIP=-5.25, Synergy_Bliss=-4.64, Synergy_Loewe=-0.0733, Synergy_HSA=0.796. (5) Drug 1: CC1=C(C=C(C=C1)NC(=O)C2=CC=C(C=C2)CN3CCN(CC3)C)NC4=NC=CC(=N4)C5=CN=CC=C5. Drug 2: CCCCC(=O)OCC(=O)C1(CC(C2=C(C1)C(=C3C(=C2O)C(=O)C4=C(C3=O)C=CC=C4OC)O)OC5CC(C(C(O5)C)O)NC(=O)C(F)(F)F)O. Cell line: NCI-H460. Synergy scores: CSS=58.8, Synergy_ZIP=3.78, Synergy_Bliss=2.96, Synergy_Loewe=-14.1, Synergy_HSA=3.14. (6) Drug 1: CN(C)N=NC1=C(NC=N1)C(=O)N. Drug 2: CC1=C(C(=CC=C1)Cl)NC(=O)C2=CN=C(S2)NC3=CC(=NC(=N3)C)N4CCN(CC4)CCO. Cell line: HOP-62. Synergy scores: CSS=15.8, Synergy_ZIP=-3.68, Synergy_Bliss=-0.873, Synergy_Loewe=-83.9, Synergy_HSA=-5.19.